Dataset: Reaction yield outcomes from USPTO patents with 853,638 reactions. Task: Predict the reaction yield, written as a fraction of the theoretical maximum amount of product (1.0 means a 100% yield; for example, 0.34 means a 34% yield). The reactants are [C:1]([NH:9][C:10]1[CH:15]=[CH:14][C:13]([NH:16][C:17]2[CH:26]=[CH:25][N:24]=[C:23]3[C:18]=2[C:19]2[CH:31]=[CH:30][C:29]([C:32]([O:34]C)=[O:33])=[CH:28][C:20]=2[C:21](=[O:27])[NH:22]3)=[CH:12][CH:11]=1)(=[O:8])[C:2]1[CH:7]=[CH:6][CH:5]=[CH:4][CH:3]=1.[Li+].[OH-].O. The catalyst is C1COCC1. The product is [C:1]([NH:9][C:10]1[CH:11]=[CH:12][C:13]([NH:16][C:17]2[CH:26]=[CH:25][N:24]=[C:23]3[C:18]=2[C:19]2[CH:31]=[CH:30][C:29]([C:32]([OH:34])=[O:33])=[CH:28][C:20]=2[C:21](=[O:27])[NH:22]3)=[CH:14][CH:15]=1)(=[O:8])[C:2]1[CH:3]=[CH:4][CH:5]=[CH:6][CH:7]=1. The yield is 0.560.